Dataset: Forward reaction prediction with 1.9M reactions from USPTO patents (1976-2016). Task: Predict the product of the given reaction. Given the reactants F[C:2](F)(F)[C:3]([OH:5])=O.[NH2:8][C@H:9]([C:20]([CH3:23])([CH3:22])[CH3:21])[C:10]([N:12]1[CH2:17][CH2:16][CH:15]([C:18]#[N:19])[CH2:14][CH2:13]1)=[O:11].Cl.[NH2:25][C@H:26](C(C)(C)C)[C:27]([N:29]1[CH2:33][CH2:32]CC1)=O.[F:38][C:39]([F:56])([F:55])[CH2:40][N:41]1[CH:45]=[C:44](B2OC(C)(C)C(C)(C)O2)[CH:43]=[N:42]1.[CH2:57]([N:59]1C=C(B2OC(C)(C)C(C)(C)O2)C=N1)C, predict the reaction product. The product is: [C:18]([CH:15]1[CH2:14][CH2:13][N:12]([C:10]([C@H:9]([NH:8][C:3]([C:2]2[C:26]3[C:27](=[N:29][CH:33]=[C:32]([C:44]4[CH:43]=[N:42][N:41]([CH2:40][C:39]([F:38])([F:55])[F:56])[CH:45]=4)[N:25]=3)[NH:59][CH:57]=2)=[O:5])[C:20]([CH3:23])([CH3:22])[CH3:21])=[O:11])[CH2:17][CH2:16]1)#[N:19].